Dataset: Full USPTO retrosynthesis dataset with 1.9M reactions from patents (1976-2016). Task: Predict the reactants needed to synthesize the given product. (1) Given the product [F:1][C:2]1[CH:7]=[CH:6][C:5]([N+:8]([O-:10])=[O:9])=[C:4]([O:11][CH3:12])[CH:3]=1, predict the reactants needed to synthesize it. The reactants are: [F:1][C:2]1[CH:7]=[CH:6][C:5]([N+:8]([O-:10])=[O:9])=[C:4]([OH:11])[CH:3]=1.[C:12](=O)([O-])[O-].[K+].[K+].CI.O. (2) Given the product [CH:34]([O:36][C:2]1[N:3]=[CH:4][C:5]([C:8]2[O:12][N:11]=[C:10]([C:13]3[CH:21]=[CH:20][C:19]4[N:18]5[CH2:17][CH2:24][CH:23]([CH2:25][C:26]([O:28][C:29]([CH3:32])([CH3:31])[CH3:30])=[O:27])[C:22]5=[CH:16][C:15]=4[CH:14]=3)[N:9]=2)=[N:6][CH:7]=1)([CH3:35])[CH3:33], predict the reactants needed to synthesize it. The reactants are: Cl[C:2]1[N:3]=[CH:4][C:5]([C:8]2[O:12][N:11]=[C:10]([C:13]3[CH:21]=[CH:20][C:19]4[N:18]5[CH2:22][CH:23]([CH2:25][C:26]([O:28][C:29]([CH3:32])([CH3:31])[CH3:30])=[O:27])[CH2:24][C:17]5=[CH:16][C:15]=4[CH:14]=3)[N:9]=2)=[N:6][CH:7]=1.[CH3:33][CH:34]([OH:36])[CH3:35].CC([O-])(C)C.[K+].O. (3) Given the product [Cl:1][C:2]1[CH:7]=[C:6]([Cl:8])[CH:5]=[CH:4][C:3]=1[C@H:9]1[C@H:14]([NH2:15])[CH2:13][CH2:12][CH2:11][CH2:10]1, predict the reactants needed to synthesize it. The reactants are: [Cl:1][C:2]1[CH:7]=[C:6]([Cl:8])[CH:5]=[CH:4][C:3]=1[C@H:9]1[C@H:14]([NH2:15])[CH2:13][CH:12]=[CH:11][CH2:10]1. (4) Given the product [F:19][C:17]1[CH:16]=[CH:15][C:14]([NH:20][C:21]2[C:22]3[C:29]([CH3:30])=[C:28]([C:31](=[O:32])[NH:35][CH3:34])[S:27][C:23]=3[N:24]=[CH:25][N:26]=2)=[C:13]([CH:18]=1)[O:12][CH:10]([CH3:11])[CH2:9][NH:8][C:6](=[O:7])[O:5][C:1]([CH3:3])([CH3:4])[CH3:2], predict the reactants needed to synthesize it. The reactants are: [C:1]([O:5][C:6]([NH:8][CH2:9][CH:10]([O:12][C:13]1[CH:18]=[C:17]([F:19])[CH:16]=[CH:15][C:14]=1[NH:20][C:21]1[C:22]2[C:29]([CH3:30])=[C:28]([C:31](O)=[O:32])[S:27][C:23]=2[N:24]=[CH:25][N:26]=1)[CH3:11])=[O:7])([CH3:4])([CH3:3])[CH3:2].[CH3:34][N:35](C(ON1N=NC2C=CC=CC1=2)=[N+](C)C)C.[B-](F)(F)(F)F.C(N(CC)CC)C.CN. (5) Given the product [C:1]([C:4]1[C:9]([C:10]2[CH:15]=[CH:14][CH:13]=[CH:12][CH:11]=2)=[N:8][N:7]([CH2:16][CH3:17])[C:6](=[O:18])[C:5]=1[NH:19][C:23]1[C:28]([CH3:29])=[CH:27][CH:26]=[CH:25][N:24]=1)(=[O:3])[CH3:2], predict the reactants needed to synthesize it. The reactants are: [C:1]([C:4]1[C:9]([C:10]2[CH:15]=[CH:14][CH:13]=[CH:12][CH:11]=2)=[N:8][N:7]([CH2:16][CH3:17])[C:6](=[O:18])[C:5]=1[N+:19]([O-])=O)(=[O:3])[CH3:2].N[C:23]1[C:28]([CH3:29])=[CH:27][CH:26]=[CH:25][N:24]=1. (6) Given the product [N+:14]([C:17]1[CH:18]=[CH:19][C:20]([C:4]2[C:3]([O:2][CH3:1])=[CH:8][CH:7]=[CH:6][C:5]=2[O:9][CH3:10])=[C:21]([CH:26]=1)[C:22]([O:24][CH3:25])=[O:23])([O-:16])=[O:15], predict the reactants needed to synthesize it. The reactants are: [CH3:1][O:2][C:3]1[CH:8]=[CH:7][CH:6]=[C:5]([O:9][CH3:10])[C:4]=1B(O)O.[N+:14]([C:17]1[CH:18]=[CH:19][C:20](Br)=[C:21]([CH:26]=1)[C:22]([O:24][CH3:25])=[O:23])([O-:16])=[O:15].C(=O)([O-])[O-].[Cs+].[Cs+].O. (7) Given the product [CH3:18][S:19]([O:1][CH:2]1[CH2:7][CH2:6][N:5]([C:8](=[O:10])[CH3:9])[CH2:4][CH2:3]1)(=[O:21])=[O:20], predict the reactants needed to synthesize it. The reactants are: [OH:1][CH:2]1[CH2:7][CH2:6][N:5]([C:8](=[O:10])[CH3:9])[CH2:4][CH2:3]1.C(N(CC)CC)C.[CH3:18][S:19](Cl)(=[O:21])=[O:20].O.